This data is from Peptide-MHC class I binding affinity with 185,985 pairs from IEDB/IMGT. The task is: Regression. Given a peptide amino acid sequence and an MHC pseudo amino acid sequence, predict their binding affinity value. This is MHC class I binding data. The peptide sequence is MSAIVSCRY. The MHC is HLA-A26:01 with pseudo-sequence HLA-A26:01. The binding affinity (normalized) is 0.495.